This data is from Catalyst prediction with 721,799 reactions and 888 catalyst types from USPTO. The task is: Predict which catalyst facilitates the given reaction. (1) Reactant: [C:1]1([S:7]([C:10]([CH:19]2[CH2:31][C:22]3[NH:23][C:24]4[CH:25]=[CH:26][C:27]([Cl:30])=[CH:28][C:29]=4[C:21]=3[CH2:20]2)([F:18])[C:11]2[O:15][N:14]=[C:13]([CH2:16][NH2:17])[N:12]=2)(=[O:9])=[O:8])[CH:6]=[CH:5][CH:4]=[CH:3][CH:2]=1.[CH:32]([C:34]1[CH:43]=[CH:42][C:37]([C:38]([O:40][CH3:41])=[O:39])=[CH:36][CH:35]=1)=O.C([BH3-])#N.[Na+]. Product: [CH3:41][O:40][C:38](=[O:39])[C:37]1[CH:42]=[CH:43][C:34]([CH2:32][NH:17][CH2:16][C:13]2[N:12]=[C:11]([C:10]([S:7]([C:1]3[CH:2]=[CH:3][CH:4]=[CH:5][CH:6]=3)(=[O:9])=[O:8])([CH:19]3[CH2:31][C:22]4[NH:23][C:24]5[CH:25]=[CH:26][C:27]([Cl:30])=[CH:28][C:29]=5[C:21]=4[CH2:20]3)[F:18])[O:15][N:14]=2)=[CH:35][CH:36]=1. The catalyst class is: 130. (2) Reactant: [Cl:1][C:2]1[CH:3]=[CH:4][C:5]2[N:11]3[C:12]([C:15]([F:18])([F:17])[F:16])=[N:13][N:14]=[C:10]3[C@@H:9]([CH2:19][C:20]([O:22]C(C)C)=[O:21])[S:8][C@H:7]([C:26]3[C:35]4[C:30](=[CH:31][CH:32]=[CH:33][CH:34]=4)[CH:29]=[CH:28][CH:27]=3)[C:6]=2[CH:36]=1.Cl. Product: [Cl:1][C:2]1[CH:3]=[CH:4][C:5]2[N:11]3[C:12]([C:15]([F:17])([F:18])[F:16])=[N:13][N:14]=[C:10]3[C@@H:9]([CH2:19][C:20]([OH:22])=[O:21])[S:8][C@H:7]([C:26]3[C:35]4[C:30](=[CH:31][CH:32]=[CH:33][CH:34]=4)[CH:29]=[CH:28][CH:27]=3)[C:6]=2[CH:36]=1. The catalyst class is: 155. (3) Reactant: Cl.[Cl:2][C:3]1[CH:12]=[CH:11][C:10]2[CH2:9][NH:8][CH2:7][CH2:6][C:5]=2[N:4]=1.Cl[CH2:14][C:15]([N:17]1[CH2:22][CH2:21][N:20]([CH:23]2[CH2:26][CH2:25][CH2:24]2)[CH2:19][CH2:18]1)=[O:16].C([O-])([O-])=O.[K+].[K+]. Product: [NH4+:4].[OH-:16].[Cl:2][C:3]1[CH:12]=[CH:11][C:10]2[CH2:9][N:8]([CH2:14][C:15]([N:17]3[CH2:22][CH2:21][N:20]([CH:23]4[CH2:26][CH2:25][CH2:24]4)[CH2:19][CH2:18]3)=[O:16])[CH2:7][CH2:6][C:5]=2[N:4]=1. The catalyst class is: 23.